This data is from Full USPTO retrosynthesis dataset with 1.9M reactions from patents (1976-2016). The task is: Predict the reactants needed to synthesize the given product. (1) Given the product [ClH:19].[F:18][C:2]([F:1])([F:17])[CH:3]1[CH2:8][CH:7]([NH2:9])[CH2:6][CH2:5][NH:4]1, predict the reactants needed to synthesize it. The reactants are: [F:1][C:2]([F:18])([F:17])[CH:3]1[CH2:8][CH:7]([NH:9]C(=O)OC(C)(C)C)[CH2:6][CH2:5][NH:4]1.[ClH:19]. (2) Given the product [CH2:30]([S:27]([N:24]1[CH2:23][CH2:22][CH:21]([C:5]2[C:4]3[C:8](=[C:9]([C:11]#[N:12])[CH:10]=[C:2]([O:39][C:36]4[CH:37]=[CH:38][C:33]([CH3:32])=[CH:34][CH:35]=4)[CH:3]=3)[N:7]([CH2:13][O:14][CH2:15][CH2:16][Si:17]([CH3:20])([CH3:18])[CH3:19])[CH:6]=2)[CH2:26][CH2:25]1)(=[O:28])=[O:29])[CH3:31], predict the reactants needed to synthesize it. The reactants are: Br[C:2]1[CH:3]=[C:4]2[C:8](=[C:9]([C:11]#[N:12])[CH:10]=1)[N:7]([CH2:13][O:14][CH2:15][CH2:16][Si:17]([CH3:20])([CH3:19])[CH3:18])[CH:6]=[C:5]2[CH:21]1[CH2:26][CH2:25][N:24]([S:27]([CH2:30][CH3:31])(=[O:29])=[O:28])[CH2:23][CH2:22]1.[CH3:32][C:33]1[CH:38]=[CH:37][C:36]([OH:39])=[CH:35][CH:34]=1.CN(C)CC(O)=O.Cl.C([O-])([O-])=O.[Cs+].[Cs+]. (3) Given the product [C:45]([NH:1][C:2]1[CH:3]=[C:4]([CH:35]=[CH:36][CH:37]=1)[O:5][C:6]1[CH:11]=[CH:10][C:9]([NH:12][C:13]2[C:14]3[N:21]([CH2:22][CH2:23][NH:24][C:25](=[O:33])[C:26]([CH3:32])([S:28]([CH3:31])(=[O:30])=[O:29])[CH3:27])[CH:20]=[CH:19][C:15]=3[N:16]=[CH:17][N:18]=2)=[CH:8][C:7]=1[Cl:34])(=[O:47])[CH3:46], predict the reactants needed to synthesize it. The reactants are: [NH2:1][C:2]1[CH:3]=[C:4]([CH:35]=[CH:36][CH:37]=1)[O:5][C:6]1[CH:11]=[CH:10][C:9]([NH:12][C:13]2[C:14]3[N:21]([CH2:22][CH2:23][NH:24][C:25](=[O:33])[C:26]([CH3:32])([S:28]([CH3:31])(=[O:30])=[O:29])[CH3:27])[CH:20]=[CH:19][C:15]=3[N:16]=[CH:17][N:18]=2)=[CH:8][C:7]=1[Cl:34].C(N(CC)CC)C.[C:45](OC(=O)C)(=[O:47])[CH3:46].C(=O)([O-])O.[Na+]. (4) Given the product [C:4]([C:3]1[CH:6]=[C:7]([C:10]2[S:11][CH:12]=[C:13]([CH3:15])[CH:14]=2)[CH:8]=[CH:9][C:2]=1[N:1]=[CH:16][N:17]([CH3:19])[CH3:18])#[N:5], predict the reactants needed to synthesize it. The reactants are: [NH2:1][C:2]1[CH:9]=[CH:8][C:7]([C:10]2[S:11][CH:12]=[C:13]([CH3:15])[CH:14]=2)=[CH:6][C:3]=1[C:4]#[N:5].[CH3:16][N:17]([CH:19](OC)OC)[CH3:18].